Regression. Given a peptide amino acid sequence and an MHC pseudo amino acid sequence, predict their binding affinity value. This is MHC class I binding data. From a dataset of Peptide-MHC class I binding affinity with 185,985 pairs from IEDB/IMGT. The peptide sequence is KLPTWLGAA. The MHC is HLA-A02:03 with pseudo-sequence HLA-A02:03. The binding affinity (normalized) is 0.808.